From a dataset of Reaction yield outcomes from USPTO patents with 853,638 reactions. Predict the reaction yield, written as a fraction of the theoretical maximum amount of product (1.0 means a 100% yield; for example, 0.34 means a 34% yield). (1) The reactants are Cl.C([N:9]1[CH2:13][CH2:12][C@@H:11]([C:14]([C:27]#[N:28])([C:21]2[CH:26]=[CH:25][CH:24]=[CH:23][CH:22]=2)[C:15]2[CH:20]=[CH:19][CH:18]=[CH:17][CH:16]=2)[CH2:10]1)C1C=CC=CC=1.C([O-])=O.[NH4+].O. The catalyst is CO.[Pd]. The product is [C:27]([C:14]([C@@H:11]1[CH2:12][CH2:13][NH:9][CH2:10]1)([C:21]1[CH:22]=[CH:23][CH:24]=[CH:25][CH:26]=1)[C:15]1[CH:20]=[CH:19][CH:18]=[CH:17][CH:16]=1)#[N:28]. The yield is 0.997. (2) The reactants are C(O[C:4](=[N:6][C:7](=O)[C:8]1[CH:13]=[CH:12][CH:11]=[C:10]([Cl:14])[CH:9]=1)[CH3:5])C.Cl.[NH:17]([C:19]1[CH:24]=[CH:23][C:22]([S:25]([NH2:28])(=[O:27])=[O:26])=[CH:21][CH:20]=1)[NH2:18].C(N(CC)CC)C.O. The catalyst is ClCCl.CO. The product is [Cl:14][C:10]1[CH:9]=[C:8]([C:7]2[N:17]([C:19]3[CH:20]=[CH:21][C:22]([S:25]([NH2:28])(=[O:27])=[O:26])=[CH:23][CH:24]=3)[N:18]=[C:4]([CH3:5])[N:6]=2)[CH:13]=[CH:12][CH:11]=1. The yield is 0.710. (3) The reactants are Cl[CH2:2][CH2:3][CH2:4][C:5](Cl)=[O:6].[Cl:8][C:9]1[CH:10]=[CH:11][C:12]([NH2:30])=[C:13]2[C:17]=1[N:16]=[C:15]1[N:18]([C:22]3[CH:27]=[CH:26][C:25]([Cl:28])=[CH:24][C:23]=3[Cl:29])[CH2:19][CH2:20][CH2:21][N:14]21.C(N(CC)CC)C.CC(C)([O-])C.[K+]. The catalyst is O1CCCC1.CO. The product is [Cl:8][C:9]1[C:17]2[N:16]=[C:15]3[N:18]([C:22]4[CH:27]=[CH:26][C:25]([Cl:28])=[CH:24][C:23]=4[Cl:29])[CH2:19][CH2:20][CH2:21][N:14]3[C:13]=2[C:12]([N:30]2[CH2:2][CH2:3][CH2:4][C:5]2=[O:6])=[CH:11][CH:10]=1. The yield is 0.310. (4) The reactants are Cl[C:2]([O:5]C(Cl)=O)(Cl)Cl.N1C2C(=CC=CC=2)C=CC=1.[F:19][C:20]1[CH:53]=[C:52]([F:54])[C:51]([F:55])=[CH:50][C:21]=1[CH2:22][O:23][CH2:24][C@@H:25]1[CH2:29][C@@H:28]([S:30][C:31]([C:44]2[CH:49]=[CH:48][CH:47]=[CH:46][CH:45]=2)([C:38]2[CH:43]=[CH:42][CH:41]=[CH:40][CH:39]=2)[C:32]2[CH:37]=[CH:36][CH:35]=[CH:34][CH:33]=2)[CH2:27][NH:26]1.[C:56]([O:65][CH3:66])(=[O:64])[C:57]1[C:58](=[CH:60][CH:61]=[CH:62][CH:63]=1)[OH:59].[H-].[Na+]. The catalyst is C(Cl)Cl. The product is [CH3:66][O:65][C:56]([C:57]1[CH:63]=[CH:62][CH:61]=[CH:60][C:58]=1[O:59][C:2]([N:26]1[CH2:27][C@H:28]([S:30][C:31]([C:38]2[CH:43]=[CH:42][CH:41]=[CH:40][CH:39]=2)([C:32]2[CH:33]=[CH:34][CH:35]=[CH:36][CH:37]=2)[C:44]2[CH:45]=[CH:46][CH:47]=[CH:48][CH:49]=2)[CH2:29][C@H:25]1[CH2:24][O:23][CH2:22][C:21]1[CH:50]=[C:51]([F:55])[C:52]([F:54])=[CH:53][C:20]=1[F:19])=[O:5])=[O:64]. The yield is 0.690. (5) The reactants are [C:1]1([C@H:7]([NH:9][C@@H:10]2[CH2:15][CH2:14][N:13]([C:16]([O:18][C:19]([CH3:22])([CH3:21])[CH3:20])=[O:17])[CH2:12][C@@H:11]2[C:23]([O:25][CH2:26][CH3:27])=[O:24])[CH3:8])[CH:6]=[CH:5][CH:4]=[CH:3][CH:2]=1.CC[O-].[Na+]. The catalyst is C(O)C. The product is [C:1]1([C@H:7]([NH:9][C@@H:10]2[CH2:15][CH2:14][N:13]([C:16]([O:18][C:19]([CH3:22])([CH3:20])[CH3:21])=[O:17])[CH2:12][C@H:11]2[C:23]([O:25][CH2:26][CH3:27])=[O:24])[CH3:8])[CH:6]=[CH:5][CH:4]=[CH:3][CH:2]=1. The yield is 0.410. (6) The reactants are [Br:1][C:2]1[CH:11]=[CH:10][C:9]2[C:4](=[CH:5][CH:6]=[C:7]([O:12][CH2:13][CH2:14]Br)[CH:8]=2)[CH:3]=1.[NH:16]1[CH2:20][CH2:19][CH2:18][CH2:17]1. No catalyst specified. The yield is 0.980. The product is [Br:1][C:2]1[CH:3]=[C:4]2[C:9](=[CH:10][CH:11]=1)[CH:8]=[C:7]([O:12][CH2:13][CH2:14][N:16]1[CH2:20][CH2:19][CH2:18][CH2:17]1)[CH:6]=[CH:5]2. (7) The reactants are Br[C:2]1[CH:11]=[C:10]2[C:5]([CH:6]=[C:7]([NH:12][C:13]([CH:15]3[CH2:17][CH2:16]3)=[O:14])[N:8]=[CH:9]2)=[CH:4][CH:3]=1.O1CCOCC1.C([Sn](CCCC)(CCCC)[C:29]1[CH:34]=[N:33][CH:32]=[CH:31][N:30]=1)CCC. The catalyst is C1C=CC([P]([Pd]([P](C2C=CC=CC=2)(C2C=CC=CC=2)C2C=CC=CC=2)([P](C2C=CC=CC=2)(C2C=CC=CC=2)C2C=CC=CC=2)[P](C2C=CC=CC=2)(C2C=CC=CC=2)C2C=CC=CC=2)(C2C=CC=CC=2)C2C=CC=CC=2)=CC=1.C(OCC)(=O)C. The product is [N:30]1[CH:31]=[CH:32][N:33]=[CH:34][C:29]=1[C:2]1[CH:11]=[C:10]2[C:5]([CH:6]=[C:7]([NH:12][C:13]([CH:15]3[CH2:17][CH2:16]3)=[O:14])[N:8]=[CH:9]2)=[CH:4][CH:3]=1. The yield is 0.550. (8) The reactants are [C:1]([CH2:3][CH2:4][NH:5][C:6]([CH:8]1[CH2:13][CH2:12][N:11]([CH2:14][CH2:15][C:16]2[CH:21]=[CH:20][C:19]([O:22][C:23]3[S:24][C:25]4[CH:31]=[CH:30][CH:29]=[CH:28][C:26]=4[N:27]=3)=[CH:18][CH:17]=2)[CH2:10][CH2:9]1)=O)#[N:2].C1(P(C2C=CC=CC=2)C2C=CC=CC=2)C=CC=CC=1.N(C(OC(C)C)=O)=NC(OC(C)C)=O.[N:65]([Si](C)(C)C)=[N+:66]=[N-:67]. The product is [S:24]1[C:25]2[CH:31]=[CH:30][CH:29]=[CH:28][C:26]=2[N:27]=[C:23]1[O:22][C:19]1[CH:20]=[CH:21][C:16]([CH2:15][CH2:14][N:11]2[CH2:12][CH2:13][CH:8]([C:6]3[N:5]([CH2:4][CH2:3][C:1]#[N:2])[N:67]=[N:66][N:65]=3)[CH2:9][CH2:10]2)=[CH:17][CH:18]=1. The catalyst is CC#N. The yield is 0.830. (9) The reactants are [Br:1][C:2]1[C:3](Cl)=[N:4][CH:5]=[C:6]([CH:10]=1)[C:7]([OH:9])=[O:8].[OH:12][CH2:13][CH:14]1[CH2:16][CH2:15]1.[OH-].[K+].C(O)(=O)CC(CC(O)=O)(C(O)=O)O. The catalyst is CS(C)=O.O. The product is [Br:1][C:2]1[C:3]([O:12][CH2:13][CH:14]2[CH2:16][CH2:15]2)=[N:4][CH:5]=[C:6]([CH:10]=1)[C:7]([OH:9])=[O:8]. The yield is 0.710.